Predict the reactants needed to synthesize the given product. From a dataset of Full USPTO retrosynthesis dataset with 1.9M reactions from patents (1976-2016). The reactants are: CCOC(C1C2C(=CC(Br)=C(O)C=2CN(C)C)N(C)C=1CSC1C=CC=CC=1)=O.O.Cl.[C:32]([O-:51])(=[O:50])[CH2:33][CH2:34][CH2:35][CH2:36][CH2:37][CH2:38][CH2:39][CH2:40][CH2:41][CH2:42][CH2:43][CH2:44][CH2:45][CH2:46][CH2:47][CH2:48][CH3:49].[Ca+2].[C:32]([O-:51])(=[O:50])[CH2:33][CH2:34][CH2:35][CH2:36][CH2:37][CH2:38][CH2:39][CH2:40][CH2:41][CH2:42][CH2:43][CH2:44][CH2:45][CH2:46][CH2:47][CH2:48][CH3:49]. Given the product [C:32]([OH:51])(=[O:50])[CH2:33][CH2:34][CH2:35][CH2:36][CH2:37][CH2:38][CH2:39][CH2:40][CH2:41][CH2:42][CH2:43][CH2:44][CH2:45][CH2:46][CH2:47][CH2:48][CH3:49], predict the reactants needed to synthesize it.